From a dataset of Peptide-MHC class I binding affinity with 185,985 pairs from IEDB/IMGT. Regression. Given a peptide amino acid sequence and an MHC pseudo amino acid sequence, predict their binding affinity value. This is MHC class I binding data. (1) The peptide sequence is QMPLGSMNTA. The MHC is Mamu-A01 with pseudo-sequence Mamu-A01. The binding affinity (normalized) is 0. (2) The peptide sequence is MIYELCTFR. The MHC is HLA-A26:01 with pseudo-sequence HLA-A26:01. The binding affinity (normalized) is 0.0847. (3) The peptide sequence is YIIRVTTEL. The MHC is HLA-A02:06 with pseudo-sequence HLA-A02:06. The binding affinity (normalized) is 0.732. (4) The peptide sequence is HILHAYCGIK. The MHC is HLA-A31:01 with pseudo-sequence HLA-A31:01. The binding affinity (normalized) is 0.121.